Dataset: CYP2C9 inhibition data for predicting drug metabolism from PubChem BioAssay. Task: Regression/Classification. Given a drug SMILES string, predict its absorption, distribution, metabolism, or excretion properties. Task type varies by dataset: regression for continuous measurements (e.g., permeability, clearance, half-life) or binary classification for categorical outcomes (e.g., BBB penetration, CYP inhibition). Dataset: cyp2c9_veith. (1) The result is 0 (non-inhibitor). The compound is Cn1cccc1C(=O)N1CCC[C@@]2(CCN(c3ccncc3)C2)C1. (2) The compound is CCc1nc(SCC(=O)c2ccc(Cl)s2)c2oc3ccccc3c2n1. The result is 1 (inhibitor). (3) The molecule is O=C(CN1CCN(S(=O)(=O)c2ccc(F)cc2)CC1)Nc1ccc(Cl)c(C(F)(F)F)c1. The result is 0 (non-inhibitor). (4) The compound is Cc1[nH]c2ccccc2c1CCNC(=O)c1ccc2c(c1[N+](=O)[O-])C(=O)c1ccccc1C2=O. The result is 0 (non-inhibitor). (5) The drug is Nc1cc(Cl)c(NC2=NCCN2)c(Cl)c1. The result is 0 (non-inhibitor). (6) The molecule is CN(C)C(=O)c1ccc(-c2cncnc2NCc2ccccc2)cc1. The result is 0 (non-inhibitor). (7) The molecule is CCOc1cccc(NC(=O)CSc2nc(C)c3c(c2C#N)CCCC3)c1. The result is 0 (non-inhibitor).